From a dataset of Full USPTO retrosynthesis dataset with 1.9M reactions from patents (1976-2016). Predict the reactants needed to synthesize the given product. (1) Given the product [Br:22][CH2:12][C:11]1[CH:10]=[C:9]2[C:4]([CH:5]=[C:6]([C:17]([O:19][CH2:20][CH3:21])=[O:18])[CH:7]([C:13]([F:16])([F:15])[F:14])[O:8]2)=[CH:3][C:2]=1[Cl:1], predict the reactants needed to synthesize it. The reactants are: [Cl:1][C:2]1[CH:3]=[C:4]2[C:9](=[CH:10][C:11]=1[CH3:12])[O:8][CH:7]([C:13]([F:16])([F:15])[F:14])[C:6]([C:17]([O:19][CH2:20][CH3:21])=[O:18])=[CH:5]2.[Br:22]N1C(=O)CCC1=O. (2) Given the product [N:1]1[C:10]2[CH:9]([N:11]([CH2:28][C:29]3[NH:30][C:31]4[CH:37]=[CH:36][C:35]([C:38]([F:41])([F:39])[F:40])=[CH:34][C:32]=4[N:33]=3)[CH2:12][CH2:13][CH2:14][CH2:15][N:16]3[C:24](=[O:25])[C:23]4[C:18](=[CH:19][CH:20]=[CH:21][CH:22]=4)[C:17]3=[O:26])[CH2:8][CH2:7][CH2:6][C:5]=2[CH:4]=[CH:3][CH:2]=1, predict the reactants needed to synthesize it. The reactants are: [N:1]1[C:10]2[CH:9]([NH:11][CH2:12][CH2:13][CH2:14][CH2:15][N:16]3[C:24](=[O:25])[C:23]4[C:18](=[CH:19][CH:20]=[CH:21][CH:22]=4)[C:17]3=[O:26])[CH2:8][CH2:7][CH2:6][C:5]=2[CH:4]=[CH:3][CH:2]=1.Cl[CH2:28][C:29]1[NH:33][C:32]2[CH:34]=[C:35]([C:38]([F:41])([F:40])[F:39])[CH:36]=[CH:37][C:31]=2[N:30]=1.C(N(CC)C(C)C)(C)C.[I-].[K+]. (3) Given the product [F:1][C:2]([F:15])([F:14])[S:3]([O:6][C:17]1[CH:21]([CH3:22])[O:20][C:19](=[O:23])[C:18]=1[CH3:24])(=[O:5])=[O:4], predict the reactants needed to synthesize it. The reactants are: [F:1][C:2]([F:15])([F:14])[S:3]([O:6]S(C(F)(F)F)(=O)=O)(=[O:5])=[O:4].O[C:17]1[CH:21]([CH3:22])[O:20][C:19](=[O:23])[C:18]=1[CH3:24].C(N(CC)C(C)C)(C)C.